From a dataset of Forward reaction prediction with 1.9M reactions from USPTO patents (1976-2016). Predict the product of the given reaction. (1) Given the reactants [NH2:1][C@H:2]1[CH2:7][CH2:6][C@H:5]([NH:8][C:9]([C:11]2[C:15]3[N:16]=[CH:17][N:18]=[C:19]([C:20]4[CH:25]=[CH:24][C:23]([F:26])=[CH:22][C:21]=4[O:27][CH2:28][CH:29]4[CH2:31][CH2:30]4)[C:14]=3[NH:13][CH:12]=2)=[O:10])[CH2:4][CH2:3]1.[CH3:32][O:33][CH2:34][C:35](Cl)=[O:36], predict the reaction product. The product is: [CH3:32][O:33][CH2:34][C:35]([NH:1][C@H:2]1[CH2:7][CH2:6][C@H:5]([NH:8][C:9]([C:11]2[C:15]3[N:16]=[CH:17][N:18]=[C:19]([C:20]4[CH:25]=[CH:24][C:23]([F:26])=[CH:22][C:21]=4[O:27][CH2:28][CH:29]4[CH2:30][CH2:31]4)[C:14]=3[NH:13][CH:12]=2)=[O:10])[CH2:4][CH2:3]1)=[O:36]. (2) Given the reactants [CH3:1][N:2]1[C:6]2[CH:7]=[CH:8][C:9]([NH2:11])=[CH:10][C:5]=2[N:4]=[C:3]1[NH2:12].C([O-])(O)=O.[Na+].[Cl:18][C:19]1[N:24]=[C:23](Cl)[CH:22]=[CH:21][N:20]=1, predict the reaction product. The product is: [Cl:18][C:19]1[N:24]=[C:23]([NH:11][C:9]2[CH:8]=[CH:7][C:6]3[N:2]([CH3:1])[C:3]([NH2:12])=[N:4][C:5]=3[CH:10]=2)[CH:22]=[CH:21][N:20]=1. (3) The product is: [F:15][C:16]1[CH:21]=[CH:20][C:19]([F:22])=[CH:18][C:17]=1[C:23]1[N:34]=[CH:35][O:14][C:13]=1[C:10]1[CH:11]=[CH:12][C:7]2[N:8]([C:4]([CH:1]([CH3:3])[CH3:2])=[N:5][N:6]=2)[N:9]=1. Given the reactants [CH:1]([C:4]1[N:8]2[N:9]=[C:10]([CH:13]=[O:14])[CH:11]=[CH:12][C:7]2=[N:6][N:5]=1)([CH3:3])[CH3:2].[F:15][C:16]1[CH:21]=[CH:20][C:19]([F:22])=[CH:18][C:17]=1[CH:23]([N+:34]#[C-:35])S(C1C=CC(C)=CC=1)(=O)=O.C([O-])([O-])=O.[K+].[K+].CO, predict the reaction product. (4) Given the reactants [CH3:1][O:2][C:3]1[CH:4]=[C:5]([CH:33]=[CH:34][C:35]=1[O:36][CH3:37])[CH2:6][CH:7]1[C:16]2[C:11](=[CH:12][C:13]([O:18][CH3:19])=[C:14]([OH:17])[CH:15]=2)[CH2:10][CH2:9][N:8]1[CH2:20][C:21]([NH:23][CH:24]1[C:32]2[C:27](=[CH:28][CH:29]=[CH:30][CH:31]=2)[CH2:26][CH2:25]1)=[O:22].CS([C:42]1[N:47]=[CH:46][C:45]([O:48][CH3:49])=[CH:44][N:43]=1)(=O)=O, predict the reaction product. The product is: [CH3:1][O:2][C:3]1[CH:4]=[C:5]([CH:33]=[CH:34][C:35]=1[O:36][CH3:37])[CH2:6][CH:7]1[C:16]2[C:11](=[CH:12][C:13]([O:18][CH3:19])=[C:14]([O:17][C:42]3[N:47]=[CH:46][C:45]([O:48][CH3:49])=[CH:44][N:43]=3)[CH:15]=2)[CH2:10][CH2:9][N:8]1[CH2:20][C:21]([NH:23][CH:24]1[C:32]2[C:27](=[CH:28][CH:29]=[CH:30][CH:31]=2)[CH2:26][CH2:25]1)=[O:22]. (5) The product is: [CH2:7]1[CH:6]2[CH:10]3[O:21][CH:9]3[CH:8]1[CH:4]1[CH:5]2[CH:1]2[O:12][CH:11]2[CH2:3]1. Given the reactants [CH2:1]1[CH:5]2[CH:6]3[CH:10]=[CH:9][CH:8]([CH:4]2[CH:3]=C1)[CH2:7]3.[C:11](N)(N)=[O:12].OO.C1(=O)OC(=[O:21])C2=CC=CC=C12, predict the reaction product.